Dataset: Catalyst prediction with 721,799 reactions and 888 catalyst types from USPTO. Task: Predict which catalyst facilitates the given reaction. (1) Reactant: Cl.NC1C=C(C(F)(F)F)C=CC=1S.[F:14][C:15]([F:26])([F:25])[C:16]1[CH:17]=[CH:18][C:19]2[S:23][CH2:22][NH:21][C:20]=2[CH:24]=1.C=O.[Cl:29][C:30]1[CH:31]=[C:32]([CH:36]=[C:37]([Cl:41])[C:38]=1[O:39][CH3:40])[C:33](Cl)=[O:34]. Product: [Cl:29][C:30]1[CH:31]=[C:32]([CH:36]=[C:37]([Cl:41])[C:38]=1[O:39][CH3:40])[C:33]([N:21]1[C:20]2[CH:24]=[C:16]([C:15]([F:14])([F:25])[F:26])[CH:17]=[CH:18][C:19]=2[S:23][CH2:22]1)=[O:34]. The catalyst class is: 884. (2) Reactant: [Cl:1][C:2]1[CH:7]=[C:6]([C:8]2[CH:13]=[C:12]([CH3:14])[N:11]=[C:10](S(C)(=O)=O)[N:9]=2)[CH:5]=[CH:4][N:3]=1.[CH:19]12[CH2:25][CH:22]([NH:23][CH2:24]1)[CH2:21][N:20]2[C:26]([O:28][C:29]([CH3:32])([CH3:31])[CH3:30])=[O:27].C(=O)([O-])[O-].[K+].[K+].CN(C=O)C. Product: [Cl:1][C:2]1[CH:7]=[C:6]([C:8]2[CH:13]=[C:12]([CH3:14])[N:11]=[C:10]([N:23]3[CH2:24][CH:19]4[CH2:25][CH:22]3[CH2:21][N:20]4[C:26]([O:28][C:29]([CH3:32])([CH3:31])[CH3:30])=[O:27])[N:9]=2)[CH:5]=[CH:4][N:3]=1. The catalyst class is: 13.